From a dataset of Catalyst prediction with 721,799 reactions and 888 catalyst types from USPTO. Predict which catalyst facilitates the given reaction. (1) The catalyst class is: 235. Product: [CH2:1]([O:3][C:4]([C:6]1[C:7]([O:25][C:26](=[O:28])[CH3:27])=[C:8]2[C:16]([CH3:29])=[CH:15][N:14]([CH2:18][C:19]3[CH:24]=[CH:23][CH:22]=[CH:21][CH:20]=3)[C:9]2=[C:10]([C:12]#[N:13])[N:11]=1)=[O:5])[CH3:2]. Reactant: [CH2:1]([O:3][C:4]([C:6]1[C:7]([O:25][C:26](=[O:28])[CH3:27])=[C:8]2[C:16](Br)=[CH:15][N:14]([CH2:18][C:19]3[CH:24]=[CH:23][CH:22]=[CH:21][CH:20]=3)[C:9]2=[C:10]([C:12]#[N:13])[N:11]=1)=[O:5])[CH3:2].[CH3:29][Sn](C)(C)C. (2) Reactant: C(OC([N:8]1[CH2:13][CH2:12][N:11]([CH2:14][CH2:15][CH2:16][CH2:17][N:18]2[C:26](=[O:27])[C:25]3[C:20](=[CH:21][CH:22]=[CH:23][CH:24]=3)[C:19]2=[O:28])[CH2:10][CH2:9]1)=O)(C)(C)C.[ClH:29]. Product: [ClH:29].[ClH:29].[N:11]1([CH2:14][CH2:15][CH2:16][CH2:17][N:18]2[C:26](=[O:27])[C:25]3[C:20](=[CH:21][CH:22]=[CH:23][CH:24]=3)[C:19]2=[O:28])[CH2:12][CH2:13][NH:8][CH2:9][CH2:10]1. The catalyst class is: 5. (3) Reactant: [NH2:1][C:2]1[S:6][C:5]([C:7]2[C:12]([F:13])=[CH:11][C:10]([C:14]([OH:17])([CH3:16])[CH3:15])=[CH:9][C:8]=2[F:18])=[N:4][C:3]=1[C:19]([NH2:21])=[O:20].Br[C:23]1[N:28]=[C:27]([CH:29]([N:32]2[CH2:37][CH2:36][O:35][CH2:34][CH2:33]2)[CH2:30][OH:31])[CH:26]=[CH:25][CH:24]=1.CC(C1C=C(C(C)C)C(C2C=CC=CC=2P(C2CCCCC2)C2CCCCC2)=C(C(C)C)C=1)C.C(=O)([O-])[O-].[K+].[K+].C(O)(CC)(C)C. Product: [F:13][C:12]1[CH:11]=[C:10]([C:14]([OH:17])([CH3:16])[CH3:15])[CH:9]=[C:8]([F:18])[C:7]=1[C:5]1[S:6][C:2]([NH:1][C:23]2[CH:24]=[CH:25][CH:26]=[C:27]([CH:29]([N:32]3[CH2:37][CH2:36][O:35][CH2:34][CH2:33]3)[CH2:30][OH:31])[N:28]=2)=[C:3]([C:19]([NH2:21])=[O:20])[N:4]=1. The catalyst class is: 110. (4) Reactant: [C:1]1([CH2:17][CH2:18][CH2:19][C:20]([OH:22])=[O:21])[C:14]2[C:15]3=[C:16]4[C:11](=[CH:12][CH:13]=2)[CH:10]=[CH:9][CH:8]=[C:7]4[CH:6]=[CH:5][C:4]3=[CH:3][CH:2]=1.[OH-].[Na+:24]. Product: [C:20]([O-:22])(=[O:21])[CH2:19][CH2:18][CH3:17].[CH:8]1[C:7]2[C:16]3=[C:15]4[C:4](=[CH:5][CH:6]=2)[CH:3]=[CH:2][CH:1]=[C:14]4[CH:13]=[CH:12][C:11]3=[CH:10][CH:9]=1.[Na+:24]. The catalyst class is: 6. (5) Reactant: [F:1][C:2]([F:22])([C:18]([F:21])([F:20])[F:19])[CH2:3][NH:4][C:5]1[CH:13]=[CH:12][C:11]([C:14]([F:17])([F:16])[F:15])=[CH:10][C:6]=1[C:7](O)=[O:8].[CH3:23][C:24]([NH2:28])([C:26]#[CH:27])[CH3:25].CCN=C=NCCCN(C)C.CCN(C(C)C)C(C)C.C1C=CC2N(O)N=NC=2C=1. Product: [CH3:23][C:24]([NH:28][C:7](=[O:8])[C:6]1[CH:10]=[C:11]([C:14]([F:17])([F:15])[F:16])[CH:12]=[CH:13][C:5]=1[NH:4][CH2:3][C:2]([F:1])([F:22])[C:18]([F:20])([F:19])[F:21])([C:26]#[CH:27])[CH3:25]. The catalyst class is: 2.